From a dataset of Full USPTO retrosynthesis dataset with 1.9M reactions from patents (1976-2016). Predict the reactants needed to synthesize the given product. (1) Given the product [Cl:14][C:12]1[CH:11]=[CH:10][C:9]([CH2:15][CH3:16])=[C:8]([C:6]2[N:5]=[C:4]([NH2:17])[N:3]=[C:2]([NH:23][C:22]3[CH:24]=[CH:25][C:19]([Cl:18])=[CH:20][CH:21]=3)[CH:7]=2)[CH:13]=1, predict the reactants needed to synthesize it. The reactants are: Cl[C:2]1[CH:7]=[C:6]([C:8]2[CH:13]=[C:12]([Cl:14])[CH:11]=[CH:10][C:9]=2[CH2:15][CH3:16])[N:5]=[C:4]([NH2:17])[N:3]=1.[Cl:18][C:19]1[CH:25]=[CH:24][C:22]([NH2:23])=[CH:21][CH:20]=1. (2) Given the product [CH3:10][C:11]1[C:15]2[CH:16]=[CH:17][C:18]([C:20]3[NH:21][C:22]4[N:23]([N:27]=[CH:28][C:29]=4[C:30]4[O:31][CH:2]=[CH:3][N:32]=4)[C:24](=[O:26])[CH:25]=3)=[CH:19][C:14]=2[O:13][N:12]=1, predict the reactants needed to synthesize it. The reactants are: Br[CH2:2][CH:3](OCC)OCC.[CH3:10][C:11]1[C:15]2[CH:16]=[CH:17][C:18]([C:20]3[NH:21][C:22]4[N:23]([N:27]=[CH:28][C:29]=4[C:30]([NH2:32])=[O:31])[C:24](=[O:26])[CH:25]=3)=[CH:19][C:14]=2[O:13][N:12]=1. (3) Given the product [N+:1]([C:4]1[CH:5]=[CH:6][C:7]([N:8]([CH2:9][CH2:10][C:11]2[N:12]=[CH:13][S:14][CH:15]=2)[C:18](=[O:19])[O:20][C:21]([CH3:24])([CH3:23])[CH3:22])=[CH:16][CH:17]=1)([O-:3])=[O:2], predict the reactants needed to synthesize it. The reactants are: [N+:1]([C:4]1[CH:17]=[CH:16][C:7]([NH:8][CH2:9][CH2:10][C:11]2[N:12]=[CH:13][S:14][CH:15]=2)=[CH:6][CH:5]=1)([O-:3])=[O:2].[C:18](O[C:18]([O:20][C:21]([CH3:24])([CH3:23])[CH3:22])=[O:19])([O:20][C:21]([CH3:24])([CH3:23])[CH3:22])=[O:19]. (4) The reactants are: [Cl:1][C:2]1[CH:10]=[C:9]2[C:5]([CH:6]=[CH:7][N:8]2[CH2:11][C:12]([OH:14])=O)=[CH:4][CH:3]=1.CN(C(ON1N=NC2C=CC=NC1=2)=[N+](C)C)C.F[P-](F)(F)(F)(F)F.[OH:39][C:40]1([C:46]2[CH:51]=[CH:50][C:49]([S:52]([NH:55][C:56]3[S:57][CH:58]=[CH:59][N:60]=3)(=[O:54])=[O:53])=[CH:48][CH:47]=2)[CH2:45][CH2:44][NH:43][CH2:42][CH2:41]1.C([O-])(O)=O.[Na+]. Given the product [Cl:1][C:2]1[CH:10]=[C:9]2[C:5]([CH:6]=[CH:7][N:8]2[CH2:11][C:12]([N:43]2[CH2:42][CH2:41][C:40]([C:46]3[CH:51]=[CH:50][C:49]([S:52]([NH:55][C:56]4[S:57][CH:58]=[CH:59][N:60]=4)(=[O:53])=[O:54])=[CH:48][CH:47]=3)([OH:39])[CH2:45][CH2:44]2)=[O:14])=[CH:4][CH:3]=1, predict the reactants needed to synthesize it. (5) Given the product [CH2:1]([C:3]1[CH:18]=[C:17]([C:19](=[NH:22])[NH:20][OH:21])[CH:16]=[C:15]([CH3:23])[C:4]=1[O:5][CH2:6][C@H:7]([OH:14])[CH2:8][NH:9][C:10](=[O:13])[CH2:11][OH:12])[CH3:2], predict the reactants needed to synthesize it. The reactants are: [CH2:1]([C:3]1[CH:18]=[C:17]([C:19](=[NH:22])[NH:20][OH:21])[CH:16]=[C:15]([CH3:23])[C:4]=1[O:5][CH2:6][C@@H:7]([OH:14])[CH2:8][NH:9][C:10](=[O:13])[CH2:11][OH:12])[CH3:2].C(C1C=C(C=C(C)C=1O)C#N)C.C1O[C@H]1CO. (6) Given the product [C:12]1([S:18]([N:6]2[CH2:7][C@H:8]([OH:10])[CH2:9][C@H:5]2[C:4]([O:3][CH3:2])=[O:11])(=[O:20])=[O:19])[CH:17]=[CH:16][CH:15]=[CH:14][CH:13]=1, predict the reactants needed to synthesize it. The reactants are: Cl.[CH3:2][O:3][C:4](=[O:11])[C@@H:5]1[CH2:9][C@@H:8]([OH:10])[CH2:7][NH:6]1.[C:12]1([S:18](Cl)(=[O:20])=[O:19])[CH:17]=[CH:16][CH:15]=[CH:14][CH:13]=1.